This data is from Forward reaction prediction with 1.9M reactions from USPTO patents (1976-2016). The task is: Predict the product of the given reaction. Given the reactants [CH2:1]([C:3]1[C:8](=[O:9])[NH:7][C:6]([CH3:10])=[C:5]([C:11]2[S:15][C:14]([C:16]([OH:18])=O)=[CH:13][CH:12]=2)[CH:4]=1)[CH3:2].[CH2:19]([N:26]1[CH2:31][CH2:30][NH:29][CH2:28][CH2:27]1)[C:20]1[CH:25]=[CH:24][CH:23]=[CH:22][CH:21]=1, predict the reaction product. The product is: [CH2:19]([N:26]1[CH2:31][CH2:30][N:29]([C:16]([C:14]2[S:15][C:11]([C:5]3[CH:4]=[C:3]([CH2:1][CH3:2])[C:8](=[O:9])[NH:7][C:6]=3[CH3:10])=[CH:12][CH:13]=2)=[O:18])[CH2:28][CH2:27]1)[C:20]1[CH:21]=[CH:22][CH:23]=[CH:24][CH:25]=1.